Binary Classification. Given a drug SMILES string, predict its activity (active/inactive) in a high-throughput screening assay against a specified biological target. From a dataset of HIV replication inhibition screening data with 41,000+ compounds from the AIDS Antiviral Screen. (1) The molecule is O=C1NCC2=C1CCC1c3ccccc3CCN21. The result is 0 (inactive). (2) The molecule is CCCC1N2CCCCC2C2c3[nH]c4ccccc4c3CCN21. The result is 0 (inactive). (3) The drug is CC(=O)CC1(O)C(=O)Nc2ccccc21. The result is 0 (inactive). (4) The compound is O=C(Cn1c2ccc(Br)cc2c2nc3ccccc3nc21)N1CCOCC1. The result is 0 (inactive).